From a dataset of Catalyst prediction with 721,799 reactions and 888 catalyst types from USPTO. Predict which catalyst facilitates the given reaction. Reactant: [C:1]([NH:5][C:6]1[C:7]([C:11]([O:13][CH3:14])=[O:12])=[CH:8][S:9][CH:10]=1)(=O)[CH2:2][CH3:3]. Product: [CH2:1]([NH:5][C:6]1[C:7]([C:11]([O:13][CH3:14])=[O:12])=[CH:8][S:9][CH:10]=1)[CH2:2][CH3:3]. The catalyst class is: 1.